Dataset: Forward reaction prediction with 1.9M reactions from USPTO patents (1976-2016). Task: Predict the product of the given reaction. (1) The product is: [Br:1][C:2]1[C:3]([CH3:17])=[N:4][C:5]([N:8]2[CH2:13][C@@H:12]3[C@@H:10]([CH2:11]3)[CH:9]2[C:14]([NH2:30])=[O:15])=[N:6][CH:7]=1. Given the reactants [Br:1][C:2]1[C:3]([CH3:17])=[N:4][C:5]([N:8]2[CH2:13][C@@H:12]3[C@@H:10]([CH2:11]3)[CH:9]2[C:14](O)=[O:15])=[N:6][CH:7]=1.[Cl-].[NH4+].C(Cl)CCl.C1C=CC2N(O)N=[N:30]C=2C=1.CCN(CC)CC, predict the reaction product. (2) Given the reactants [CH2:1]([O:3][C:4]1[CH:9]=[CH:8][C:7]([NH:10][C:11]([C:13]2[C:14]([NH:19][CH2:20]CC3C=CC=CC=3)=[N:15][CH:16]=[CH:17][CH:18]=2)=[O:12])=[CH:6][CH:5]=1)[CH3:2].C(N)C[C:30]1[CH:35]=[CH:34][CH:33]=[CH:32][CH:31]=1.C(N)C1C=CC=CC=1, predict the reaction product. The product is: [CH2:20]([NH:19][C:14]1[C:13]([C:11]([NH:10][C:7]2[CH:8]=[CH:9][C:4]([O:3][CH2:1][CH3:2])=[CH:5][CH:6]=2)=[O:12])=[CH:18][CH:17]=[CH:16][N:15]=1)[C:30]1[CH:35]=[CH:34][CH:33]=[CH:32][CH:31]=1. (3) The product is: [CH2:1]([O:3][C:4](=[O:20])[CH2:5][O:6][C:7]1[CH:12]=[CH:11][C:10]([SH:13])=[CH:9][C:8]=1[CH2:17][CH2:18][CH3:19])[CH3:2]. Given the reactants [CH2:1]([O:3][C:4](=[O:20])[CH2:5][O:6][C:7]1[CH:12]=[CH:11][C:10]([S:13](Cl)(=O)=O)=[CH:9][C:8]=1[CH2:17][CH2:18][CH3:19])[CH3:2].[Sn].Cl, predict the reaction product. (4) Given the reactants [C:1]([NH:9][C:10]1[CH:30]=[CH:29][C:13]([CH2:14][C@H:15]2[CH2:19][O:18]C(C)(C)[N:16]2C(OC(C)(C)C)=O)=[CH:12][CH:11]=1)(=[O:8])[C:2]1[CH:7]=[CH:6][CH:5]=[CH:4][CH:3]=1.Cl, predict the reaction product. The product is: [NH2:16][C@H:15]([CH2:19][OH:18])[CH2:14][C:13]1[CH:12]=[CH:11][C:10]([NH:9][C:1](=[O:8])[C:2]2[CH:3]=[CH:4][CH:5]=[CH:6][CH:7]=2)=[CH:30][CH:29]=1. (5) Given the reactants CC(OI1(OC(C)=O)(OC(C)=O)OC(=O)C2C=CC=CC1=2)=O.[CH3:23][C:24]1[S:25][C:26]([CH:30]([OH:34])[CH:31]([CH3:33])[CH3:32])=[C:27]([CH3:29])[N:28]=1, predict the reaction product. The product is: [CH3:23][C:24]1[S:25][C:26]([C:30](=[O:34])[CH:31]([CH3:32])[CH3:33])=[C:27]([CH3:29])[N:28]=1.